This data is from Reaction yield outcomes from USPTO patents with 853,638 reactions. The task is: Predict the reaction yield, written as a fraction of the theoretical maximum amount of product (1.0 means a 100% yield; for example, 0.34 means a 34% yield). (1) The reactants are [F:1][C:2]1[CH:7]=[CH:6][CH:5]=[CH:4][C:3]=1[N:8]1[CH2:13][CH2:12][NH:11][CH2:10][CH2:9]1.Cl.[Cl:15][C:16]1[CH:21]=[CH:20][CH:19]=[CH:18][C:17]=1[S:22](Cl)(=[O:24])=[O:23].C(N(C(C)C)CC)(C)C. The catalyst is ClCCl. The product is [Cl:15][C:16]1[CH:21]=[CH:20][CH:19]=[CH:18][C:17]=1[S:22]([N:11]1[CH2:12][CH2:13][N:8]([C:3]2[CH:4]=[CH:5][CH:6]=[CH:7][C:2]=2[F:1])[CH2:9][CH2:10]1)(=[O:24])=[O:23]. The yield is 0.755. (2) The reactants are C[Si](C)(C)CCOC[N:7]1[C:11]2[N:12]=[CH:13][N:14]=[C:15]([C:16]3[CH:17]=[N:18][N:19]([CH:21]([CH2:25][C:26]#[N:27])[CH2:22][C:23]#[N:24])[CH:20]=3)[C:10]=2[CH:9]=[CH:8]1.C(#N)C.F[B-](F)(F)F.[Li+].[OH-].[NH4+]. The catalyst is O. The product is [N:12]1[C:11]2[NH:7][CH:8]=[CH:9][C:10]=2[C:15]([C:16]2[CH:17]=[N:18][N:19]([CH:21]([CH2:22][C:23]#[N:24])[CH2:25][C:26]#[N:27])[CH:20]=2)=[N:14][CH:13]=1. The yield is 0.910. (3) The reactants are [I:1][C:2]1[CH:7]=[CH:6][C:5]([NH:8][C:9]2[CH:17]=[N:16][CH:15]=[CH:14][C:10]=2[C:11]([OH:13])=O)=[C:4]([CH3:18])[CH:3]=1.CCN(C(C)C)C(C)C.Cl.[CH2:29]([O:31][NH2:32])[CH3:30]. The catalyst is CN(C=O)C. The product is [CH2:29]([O:31][NH:32][C:11](=[O:13])[C:10]1[CH:14]=[CH:15][N:16]=[CH:17][C:9]=1[NH:8][C:5]1[CH:6]=[CH:7][C:2]([I:1])=[CH:3][C:4]=1[CH3:18])[CH3:30]. The yield is 0.530. (4) The reactants are [Cl:1][C:2]1[CH:10]=[CH:9][CH:8]=[CH:7][C:3]=1[C:4](Cl)=[O:5].[CH2:11]([NH:18][C:19]([C:21]1[S:25][C:24]([NH2:26])=[N:23][C:22]=1[CH3:27])=[O:20])[C:12]1[CH:17]=[CH:16][CH:15]=[CH:14][CH:13]=1. No catalyst specified. The product is [CH2:11]([NH:18][C:19]([C:21]1[S:25][C:24]([NH:26][C:4](=[O:5])[C:3]2[CH:7]=[CH:8][CH:9]=[CH:10][C:2]=2[Cl:1])=[N:23][C:22]=1[CH3:27])=[O:20])[C:12]1[CH:17]=[CH:16][CH:15]=[CH:14][CH:13]=1. The yield is 0.130. (5) The reactants are [CH3:1][N:2]1[CH2:7][CH2:6][NH:5][CH2:4][CH:3]1[C:8]1[S:9][CH:10]=[C:11]([C:13]2[CH:18]=[CH:17][CH:16]=[CH:15][CH:14]=2)[N:12]=1.[F:19][C:20]([F:36])([F:35])[C:21]1[O:25][N:24]=[C:23]([C:26]2[CH:27]=[C:28]([CH:32]=[CH:33][CH:34]=2)[C:29](O)=[O:30])[N:22]=1. No catalyst specified. The product is [CH3:1][N:2]1[CH2:7][CH2:6][N:5]([C:29]([C:28]2[CH:32]=[CH:33][CH:34]=[C:26]([C:23]3[N:22]=[C:21]([C:20]([F:35])([F:19])[F:36])[O:25][N:24]=3)[CH:27]=2)=[O:30])[CH2:4][CH:3]1[C:8]1[S:9][CH:10]=[C:11]([C:13]2[CH:14]=[CH:15][CH:16]=[CH:17][CH:18]=2)[N:12]=1. The yield is 0.320. (6) The reactants are ClC1C=CC2SC=C(CN3CCN(C4SC(C(O)=O)=C(C)N=4)C3=O)C=2C=1.[F:27][C:28]1[CH:49]=[CH:48][C:31]([CH2:32][N:33]2[CH2:37][CH2:36][N:35]([C:38]3[S:39][C:40]([C:44](O)=[O:45])=[C:41]([CH3:43])[N:42]=3)[C:34]2=[O:47])=[CH:30][CH:29]=1.[O:50]1[CH:54]=[CH:53][N:52]=[C:51]1[CH2:55][NH2:56]. No catalyst specified. The product is [F:27][C:28]1[CH:29]=[CH:30][C:31]([CH2:32][N:33]2[CH2:37][CH2:36][N:35]([C:38]3[S:39][C:40]([C:44]([NH:56][CH2:55][C:51]4[O:50][CH:54]=[CH:53][N:52]=4)=[O:45])=[C:41]([CH3:43])[N:42]=3)[C:34]2=[O:47])=[CH:48][CH:49]=1. The yield is 0.320. (7) The yield is 0.250. The catalyst is CN(C=O)C.O. The reactants are C1C=CC2N(O)N=NC=2C=1.CCN(C(C)C)C(C)C.[CH3:20][C:21]1[CH:29]=[CH:28][CH:27]=[CH:26][C:22]=1[C:23]([OH:25])=O.CCN=C=NCCCN(C)C.Cl.Cl.[C:43]1([C:61]2[CH:66]=[CH:65][CH:64]=[CH:63][CH:62]=2)[CH:48]=[CH:47][C:46]([NH:49][C:50](=[O:60])[CH2:51][C:52](=[O:59])[N:53]2[CH2:58][CH2:57][NH:56][CH2:55][CH2:54]2)=[CH:45][CH:44]=1. The product is [C:43]1([C:61]2[CH:66]=[CH:65][CH:64]=[CH:63][CH:62]=2)[CH:44]=[CH:45][C:46]([NH:49][C:50](=[O:60])[CH2:51][C:52]([N:53]2[CH2:54][CH2:55][N:56]([C:23](=[O:25])[C:22]3[CH:26]=[CH:27][CH:28]=[CH:29][C:21]=3[CH3:20])[CH2:57][CH2:58]2)=[O:59])=[CH:47][CH:48]=1. (8) The reactants are [C:1]([C:3]1([C:6]2[CH:7]=[C:8]([CH:13]=[CH:14][CH:15]=2)[C:9]([O:11]C)=[O:10])[CH2:5][CH2:4]1)#[N:2].[OH-].[Li+].CO.O. The catalyst is O1CCCC1. The product is [C:1]([C:3]1([C:6]2[CH:7]=[C:8]([CH:13]=[CH:14][CH:15]=2)[C:9]([OH:11])=[O:10])[CH2:4][CH2:5]1)#[N:2]. The yield is 0.610. (9) The reactants are C(OC(N(C)[C@@H](C)C(N[C@@H](C(C)(C)C)C(N1[C@H](C(=O)N[C@H]2C3C(=CC=CC=3)CCC2)CC2C(=CC(C(O)=O)=CC=2)C1)=O)=O)=O)(C)(C)C.[C:48]([O:52][C:53]([N:55]([CH3:113])[C@@H:56]([CH3:112])[C:57]([NH:59][C@@H:60]([C:108]([CH3:111])([CH3:110])[CH3:109])[C:61]([N:63]1[C@H:72]([C:73](=[O:85])[NH:74][C@H:75]2[C:84]3[C:79](=[CH:80][CH:81]=[CH:82][CH:83]=3)[CH2:78][CH2:77][CH2:76]2)[CH2:71][C:70]2[C:65](=[CH:66][C:67]([C:86]([NH:88][C@@H:89]3[CH2:93][N:92]([C:94]([O:96][CH2:97][C:98]4[CH:103]=[CH:102][CH:101]=[CH:100][CH:99]=4)=[O:95])[C@H:91]([C:104]([O:106]C)=[O:105])[CH2:90]3)=[O:87])=[CH:68][CH:69]=2)[CH2:64]1)=[O:62])=[O:58])=[O:54])([CH3:51])([CH3:50])[CH3:49]. No catalyst specified. The product is [CH2:97]([O:96][C:94]([N:92]1[CH2:93][C@@H:89]([NH:88][C:86]([C:67]2[CH:66]=[C:65]3[C:70]([CH2:71][C@@H:72]([C:73](=[O:85])[NH:74][C@H:75]4[C:84]5[C:79](=[CH:80][CH:81]=[CH:82][CH:83]=5)[CH2:78][CH2:77][CH2:76]4)[N:63]([C:61](=[O:62])[C@@H:60]([NH:59][C:57](=[O:58])[C@@H:56]([N:55]([C:53]([O:52][C:48]([CH3:49])([CH3:51])[CH3:50])=[O:54])[CH3:113])[CH3:112])[C:108]([CH3:109])([CH3:110])[CH3:111])[CH2:64]3)=[CH:69][CH:68]=2)=[O:87])[CH2:90][C@H:91]1[C:104]([OH:106])=[O:105])=[O:95])[C:98]1[CH:103]=[CH:102][CH:101]=[CH:100][CH:99]=1. The yield is 0.990. (10) The reactants are [CH2:1]([O:8][C:9]1[CH:10]=[C:11]([CH2:15][CH:16]([NH:22]C(OC(C)(C)C)=O)[C:17]([O:19][CH2:20][CH3:21])=[O:18])[CH:12]=[CH:13][CH:14]=1)[C:2]1[CH:7]=[CH:6][CH:5]=[CH:4][CH:3]=1.C(O)(C(F)(F)F)=O. The catalyst is C(Cl)Cl. The product is [NH2:22][CH:16]([CH2:15][C:11]1[CH:12]=[CH:13][CH:14]=[C:9]([O:8][CH2:1][C:2]2[CH:7]=[CH:6][CH:5]=[CH:4][CH:3]=2)[CH:10]=1)[C:17]([O:19][CH2:20][CH3:21])=[O:18]. The yield is 0.860.